Dataset: Reaction yield outcomes from USPTO patents with 853,638 reactions. Task: Predict the reaction yield, written as a fraction of the theoretical maximum amount of product (1.0 means a 100% yield; for example, 0.34 means a 34% yield). (1) The reactants are C([O:3][C:4](=[O:34])[CH2:5][NH:6][C:7]([C:9]1[C:14](=[O:15])[N:13]([CH2:16][C:17]2[CH:22]=[CH:21][C:20]([C:23]([F:26])([F:25])[F:24])=[CH:19][C:18]=2[F:27])[C:12]([OH:28])=[C:11]([C:29](OC)=[O:30])[C:10]=1[OH:33])=[O:8])C.[F:35][C:36]1[CH:43]=[CH:42][C:39]([CH2:40][NH2:41])=[CH:38][CH:37]=1.[OH-].[Na+]. The catalyst is O1CCOCC1.C(OCC)(=O)C. The product is [F:35][C:36]1[CH:43]=[CH:42][C:39]([CH2:40][NH:41][C:29]([C:11]2[C:10]([OH:33])=[C:9]([C:7]([NH:6][CH2:5][C:4]([OH:3])=[O:34])=[O:8])[C:14](=[O:15])[N:13]([CH2:16][C:17]3[CH:22]=[CH:21][C:20]([C:23]([F:26])([F:25])[F:24])=[CH:19][C:18]=3[F:27])[C:12]=2[OH:28])=[O:30])=[CH:38][CH:37]=1. The yield is 0.460. (2) The reactants are [Cl:1][C:2]1[CH:3]=[C:4]([C:21]2[CH:22]=[N:23][N:24]3[CH:29]=[CH:28][C:27]([N:30]4[C@@H:34]([CH:35]([CH3:37])[CH3:36])[CH2:33][O:32][C:31]4=[O:38])=[N:26][C:25]=23)[CH:5]=[CH:6][C:7]=1[C:8]1[N:12]=[CH:11][N:10](COCC[Si](C)(C)C)[N:9]=1.ClC1C=C(C2C=NN3C=CC(N4[C@@H](C(C)C)COC4=O)=NC=23)C=CC=1C1N(COCC[Si](C)(C)C)N=CN=1. No catalyst specified. The product is [Cl:1][C:2]1[CH:3]=[C:4]([C:21]2[CH:22]=[N:23][N:24]3[CH:29]=[CH:28][C:27]([N:30]4[C@@H:34]([CH:35]([CH3:36])[CH3:37])[CH2:33][O:32][C:31]4=[O:38])=[N:26][C:25]=23)[CH:5]=[CH:6][C:7]=1[C:8]1[N:12]=[CH:11][NH:10][N:9]=1. The yield is 0.250. (3) The reactants are [CH:1]([O:14][C:15]1[C:16]2[C:35](=[O:36])[N:34]([CH2:37][C:38]3[CH:43]=[CH:42][C:41]([F:44])=[CH:40][CH:39]=3)[CH2:33][C:17]=2[C:18](OS(C(F)(F)F)(=O)=O)=[C:19]2[C:24]=1[N:23]=[CH:22][CH:21]=[CH:20]2)([C:8]1[CH:13]=[CH:12][CH:11]=[CH:10][CH:9]=1)[C:2]1[CH:7]=[CH:6][CH:5]=[CH:4][CH:3]=1.[C:45]1(P(C2C=CC=CC=2)CCCP(C2C=CC=CC=2)C2C=CC=CC=2)C=CC=CC=1.CI.[C:76]([O-:79])([O-])=[O:77].[Cs+].[Cs+]. The catalyst is CN(C=O)C.O.CCOC(C)=O.CC([O-])=O.CC([O-])=O.[Pd+2]. The product is [CH3:45][O:79][C:76]([C:18]1[C:19]2[CH:20]=[CH:21][CH:22]=[N:23][C:24]=2[C:15]([O:14][CH:1]([C:8]2[CH:13]=[CH:12][CH:11]=[CH:10][CH:9]=2)[C:2]2[CH:3]=[CH:4][CH:5]=[CH:6][CH:7]=2)=[C:16]2[C:35](=[O:36])[N:34]([CH2:37][C:38]3[CH:39]=[CH:40][C:41]([F:44])=[CH:42][CH:43]=3)[CH2:33][C:17]=12)=[O:77]. The yield is 0.700. (4) The reactants are [Cl:1][CH2:2][CH2:3][C:4]([NH:6][CH:7]1[CH2:13][CH:12]2[N:14]([C:15]3[C:24]4[C:19](=[CH:20][CH:21]=[CH:22][CH:23]=4)[C:18]([C:25]#[N:26])=[CH:17][CH:16]=3)[CH:9]([CH2:10][CH2:11]2)[CH2:8]1)=[O:5].[NH:27]1[CH:31]=[CH:30][N:29]=[CH:28]1.[I-].[Na+].ClCCl. The catalyst is C(OCC)(=O)C. The product is [ClH:1].[C:25]([C:18]1[C:19]2[C:24](=[CH:23][CH:22]=[CH:21][CH:20]=2)[C:15]([N:14]2[CH:12]3[CH2:11][CH2:10][CH:9]2[CH2:8][CH:7]([NH:6][C:4](=[O:5])[CH2:3][CH2:2][N:27]2[CH:31]=[CH:30][N:29]=[CH:28]2)[CH2:13]3)=[CH:16][CH:17]=1)#[N:26]. The yield is 0.470. (5) The reactants are [CH:1]1([C:5]2[C:13](I)=[CH:12][C:8]([C:9]([OH:11])=[O:10])=[C:7]([CH3:15])[CH:6]=2)[CH2:4][CH2:3][CH2:2]1.[Li]CCCC.[C:21](=O)([O:24]C)[O:22][CH3:23]. The product is [CH:1]1([C:5]2[C:13]([C:21]([O:22][CH3:23])=[O:24])=[CH:12][C:8]([C:9]([OH:11])=[O:10])=[C:7]([CH3:15])[CH:6]=2)[CH2:4][CH2:3][CH2:2]1. The yield is 0.550. The catalyst is C1COCC1. (6) The reactants are C[O:2][C:3]([C:5]1[C:10]([NH:11][C:12]([C:14]2[C:23]3[C:18](=[CH:19][CH:20]=[CH:21][CH:22]=3)[C:17]([CH2:24][N:25]3[CH:29]=[CH:28][N:27]=[N:26]3)=[CH:16][CH:15]=2)=[O:13])=[CH:9][CH:8]=[C:7]([O:30][CH3:31])[N:6]=1)=O.[CH:32]1([CH2:38][NH2:39])[CH2:37][CH2:36][CH2:35][CH2:34][CH2:33]1. The catalyst is CN(C=O)C. The product is [CH:32]1([CH2:38][NH:39][C:3]([C:5]2[C:10]([NH:11][C:12]([C:14]3[C:23]4[C:18](=[CH:19][CH:20]=[CH:21][CH:22]=4)[C:17]([CH2:24][N:25]4[CH:29]=[CH:28][N:27]=[N:26]4)=[CH:16][CH:15]=3)=[O:13])=[CH:9][CH:8]=[C:7]([O:30][CH3:31])[N:6]=2)=[O:2])[CH2:37][CH2:36][CH2:35][CH2:34][CH2:33]1. The yield is 0.860. (7) The reactants are [Cl:1][C:2]1[CH:9]=[C:8](F)[CH:7]=[CH:6][C:3]=1[C:4]#[N:5].[F:11][C:12]1[CH:23]=[CH:22][C:15]([CH2:16][C@@H:17]([C:19]([OH:21])=[O:20])[NH2:18])=[CH:14][CH:13]=1.C(=O)([O-])[O-].[Cs+].[Cs+].C(OCC)(=O)C. The catalyst is CS(C)=O. The product is [Cl:1][C:2]1[CH:9]=[C:8]([NH:18][C@H:17]([C:19]([OH:21])=[O:20])[CH2:16][C:15]2[CH:14]=[CH:13][C:12]([F:11])=[CH:23][CH:22]=2)[CH:7]=[CH:6][C:3]=1[C:4]#[N:5]. The yield is 1.00.